Dataset: Reaction yield outcomes from USPTO patents with 853,638 reactions. Task: Predict the reaction yield, written as a fraction of the theoretical maximum amount of product (1.0 means a 100% yield; for example, 0.34 means a 34% yield). (1) The reactants are [CH3:1][C:2]1[C:3]([C:11]([O:13][CH3:14])=[O:12])=[CH:4][S:5][C:6]=1[C:7](=[O:10])[CH2:8][CH3:9].N#N.[BH4-].[Na+]. The catalyst is C1COCC1. The product is [OH:10][CH:7]([C:6]1[S:5][CH:4]=[C:3]([C:11]([O:13][CH3:14])=[O:12])[C:2]=1[CH3:1])[CH2:8][CH3:9]. The yield is 0.800. (2) The reactants are [OH:1][C:2]1[CH:11]=[CH:10][CH:9]=[C:8]2[C:3]=1[CH:4]=[CH:5][C:6]([Cl:12])=[N:7]2.C(=O)([O-])[O-].[K+].[K+].[F:19][C:20]1[CH:27]=[CH:26][C:23]([CH2:24]Br)=[CH:22][CH:21]=1. The catalyst is CC(C)=O. The product is [Cl:12][C:6]1[CH:5]=[CH:4][C:3]2[C:8](=[CH:9][CH:10]=[CH:11][C:2]=2[O:1][CH2:24][C:23]2[CH:26]=[CH:27][C:20]([F:19])=[CH:21][CH:22]=2)[N:7]=1. The yield is 0.440.